This data is from Catalyst prediction with 721,799 reactions and 888 catalyst types from USPTO. The task is: Predict which catalyst facilitates the given reaction. Reactant: [CH2:1]([O:3][C:4](=[O:35])[C:5]1[C:10]([C:11]#[C:12][C:13]([O:16][Si:17]([C:20]([CH3:23])([CH3:22])[CH3:21])([CH3:19])[CH3:18])([CH3:15])[CH3:14])=[CH:9][C:8]([C:24]2[C:29]([CH2:30][CH3:31])=[CH:28][CH:27]=[CH:26][C:25]=2[CH2:32][CH3:33])=[N:7][C:6]=1[CH3:34])[CH3:2]. Product: [CH2:1]([O:3][C:4](=[O:35])[C:5]1[C:10]([CH2:11][CH2:12][C:13]([O:16][Si:17]([C:20]([CH3:23])([CH3:22])[CH3:21])([CH3:18])[CH3:19])([CH3:15])[CH3:14])=[CH:9][C:8]([C:24]2[C:25]([CH2:32][CH3:33])=[CH:26][CH:27]=[CH:28][C:29]=2[CH2:30][CH3:31])=[N:7][C:6]=1[CH3:34])[CH3:2]. The catalyst class is: 19.